From a dataset of Full USPTO retrosynthesis dataset with 1.9M reactions from patents (1976-2016). Predict the reactants needed to synthesize the given product. (1) Given the product [C:1]([O:5][C:6]([N:8]1[CH2:13][CH2:12][N:11]([S:14]([CH2:17][CH2:18][CH2:19][N:29]2[CH2:34][CH2:33][O:32][CH2:31][CH2:30]2)(=[O:16])=[O:15])[CH2:10][CH2:9]1)=[O:7])([CH3:4])([CH3:3])[CH3:2], predict the reactants needed to synthesize it. The reactants are: [C:1]([O:5][C:6]([N:8]1[CH2:13][CH2:12][N:11]([S:14]([CH2:17][CH2:18][CH2:19]Cl)(=[O:16])=[O:15])[CH2:10][CH2:9]1)=[O:7])([CH3:4])([CH3:3])[CH3:2].[I-].[K+].C(=O)([O-])[O-].[K+].[K+].[NH:29]1[CH2:34][CH2:33][O:32][CH2:31][CH2:30]1. (2) Given the product [NH2:1][C:4]1[CH:15]=[CH:14][C:7]([CH2:8][N:9]2[CH:13]=[N:12][N:11]=[N:10]2)=[CH:6][CH:5]=1, predict the reactants needed to synthesize it. The reactants are: [N+:1]([C:4]1[CH:15]=[CH:14][C:7]([CH2:8][N:9]2[CH:13]=[N:12][N:11]=[N:10]2)=[CH:6][CH:5]=1)([O-])=O.C(O)C. (3) Given the product [C:16]([C:18]1[CH:23]=[CH:22][C:21]([C:2]2[CH:3]=[C:4]([NH:8][CH2:9][C:10]3[CH:11]=[N:12][CH:13]=[CH:14][CH:15]=3)[CH:5]=[CH:6][CH:7]=2)=[CH:20][CH:19]=1)#[N:17], predict the reactants needed to synthesize it. The reactants are: Br[C:2]1[CH:3]=[C:4]([NH:8][CH2:9][C:10]2[CH:11]=[N:12][CH:13]=[CH:14][CH:15]=2)[CH:5]=[CH:6][CH:7]=1.[C:16]([C:18]1[CH:23]=[CH:22][C:21](B(O)O)=[CH:20][CH:19]=1)#[N:17].C(=O)([O-])[O-].[Na+].[Na+]. (4) The reactants are: [Cl:1][C:2]1[CH:7]=[CH:6][C:5]([S:8]([CH:11]([C:21]2[CH:26]=[C:25]([F:27])[CH:24]=[CH:23][C:22]=2[F:28])[C:12]2[N:17]=[CH:16][C:15]([C:18](O)=[O:19])=[CH:14][CH:13]=2)(=[O:10])=[O:9])=[CH:4][CH:3]=1.C(N(CC)CC)C.Cl.C(N=C=NCCCN(C)C)C.[CH3:48][N:49]([CH3:51])[NH2:50]. Given the product [CH3:48][N:49]([CH3:51])[NH:50][C:18](=[O:19])[C:15]1[CH:14]=[CH:13][C:12]([CH:11]([S:8]([C:5]2[CH:4]=[CH:3][C:2]([Cl:1])=[CH:7][CH:6]=2)(=[O:9])=[O:10])[C:21]2[CH:26]=[C:25]([F:27])[CH:24]=[CH:23][C:22]=2[F:28])=[N:17][CH:16]=1, predict the reactants needed to synthesize it. (5) Given the product [CH2:1]([O:8][C:9]1[CH:10]=[C:11]2[C:16](=[CH:17][CH:18]=1)[C:15](=[O:19])[N:14]([CH2:20][CH:21]([CH3:22])[CH3:23])[C:13]([CH2:24][OH:25])=[C:12]2[C:27]1[S:28][CH:29]=[CH:30][CH:31]=1)[C:2]1[CH:3]=[CH:4][CH:5]=[CH:6][CH:7]=1, predict the reactants needed to synthesize it. The reactants are: [CH2:1]([O:8][C:9]1[CH:10]=[C:11]2[C:16](=[CH:17][CH:18]=1)[C:15](=[O:19])[N:14]([CH2:20][CH:21]([CH3:23])[CH3:22])[C:13]([C:24](O)=[O:25])=[C:12]2[C:27]1[S:28][CH:29]=[CH:30][CH:31]=1)[C:2]1[CH:7]=[CH:6][CH:5]=[CH:4][CH:3]=1.C(Cl)(=O)C(Cl)=O.[BH4-].[Na+].Cl.